From a dataset of Forward reaction prediction with 1.9M reactions from USPTO patents (1976-2016). Predict the product of the given reaction. Given the reactants [C:1]([C@@H:4]1[CH2:8][CH2:7][CH2:6][N:5]1[C:9]1[N:14]=[C:13](Cl)[N:12]=[C:11]([C:16]([NH2:18])=[O:17])[CH:10]=1)(=[O:3])[NH2:2].[Cl:19][C:20]1[CH:41]=[CH:40][C:23]([O:24][C:25]2[CH:30]=[CH:29][C:28](B3OC(C)(C)C(C)(C)O3)=[CH:27][CH:26]=2)=[C:22]([F:42])[CH:21]=1.C([O-])([O-])=O.[Na+].[Na+], predict the reaction product. The product is: [C:1]([C@@H:4]1[CH2:8][CH2:7][CH2:6][N:5]1[C:9]1[N:14]=[C:13]([C:28]2[CH:27]=[CH:26][C:25]([O:24][C:23]3[CH:40]=[CH:41][C:20]([Cl:19])=[CH:21][C:22]=3[F:42])=[CH:30][CH:29]=2)[N:12]=[C:11]([C:16]([NH2:18])=[O:17])[CH:10]=1)(=[O:3])[NH2:2].